Task: Predict the reaction yield, written as a fraction of the theoretical maximum amount of product (1.0 means a 100% yield; for example, 0.34 means a 34% yield).. Dataset: Reaction yield outcomes from USPTO patents with 853,638 reactions (1) No catalyst specified. The reactants are CO[C:3](=[O:23])[C:4]1[CH:9]=[CH:8][C:7]([O:10][CH2:11][C:12]2[C:13]([C:17]3[CH:22]=[CH:21][CH:20]=[CH:19][CH:18]=3)=[N:14][O:15][CH:16]=2)=[N:6][CH:5]=1.[NH2:24][CH:25]1[CH2:30][CH2:29][O:28][CH2:27][CH2:26]1. The product is [C:17]1([C:13]2[C:12]([CH2:11][O:10][C:7]3[CH:8]=[CH:9][C:4]([C:3]([NH:24][CH:25]4[CH2:30][CH2:29][O:28][CH2:27][CH2:26]4)=[O:23])=[CH:5][N:6]=3)=[CH:16][O:15][N:14]=2)[CH:18]=[CH:19][CH:20]=[CH:21][CH:22]=1. The yield is 0.730. (2) The reactants are [CH2:1]([O:8][CH:9]1[O:14][C:12](=[O:13])[C:11](Cl)=[C:10]1Cl)[C:2]1[CH:7]=[CH:6][CH:5]=[CH:4][CH:3]=1.[C:17]1(B(O)O)[CH:22]=[CH:21][CH:20]=[CH:19][CH:18]=1.[F-].[Cs+]. The catalyst is Cl[Pd](Cl)([P](C1C=CC=CC=1)(C1C=CC=CC=1)C1C=CC=CC=1)[P](C1C=CC=CC=1)(C1C=CC=CC=1)C1C=CC=CC=1. The product is [CH2:1]([O:8][CH:9]1[O:14][C:12](=[O:13])[C:11]([C:17]2[CH:22]=[CH:21][CH:20]=[CH:19][CH:18]=2)=[C:10]1[C:2]1[CH:7]=[CH:6][CH:5]=[CH:4][CH:3]=1)[C:2]1[CH:7]=[CH:6][CH:5]=[CH:4][CH:3]=1. The yield is 0.900. (3) The reactants are [CH3:1][C:2]1([CH3:15])[CH2:13][C:12]2[CH:11]=[C:10]3[N:5]([CH2:6][CH2:7][NH:8][C:9]3=[O:14])[C:4]=2[CH2:3]1.Br[C:17]1[C:22]([CH:23]=[O:24])=[C:21]([Cl:25])[N:20]=[CH:19][CH:18]=1.CC1(C)C2C(=C(P(C3C=CC=CC=3)C3C=CC=CC=3)C=CC=2)OC2C(P(C3C=CC=CC=3)C3C=CC=CC=3)=CC=CC1=2.C(=O)([O-])[O-].[Cs+].[Cs+]. The catalyst is C1C=CC(/C=C/C(/C=C/C2C=CC=CC=2)=O)=CC=1.C1C=CC(/C=C/C(/C=C/C2C=CC=CC=2)=O)=CC=1.C1C=CC(/C=C/C(/C=C/C2C=CC=CC=2)=O)=CC=1.[Pd].[Pd].O1CCOCC1. The product is [Cl:25][C:21]1[C:22]([CH:23]=[O:24])=[C:17]([N:8]2[CH2:7][CH2:6][N:5]3[C:10](=[CH:11][C:12]4[CH2:13][C:2]([CH3:15])([CH3:1])[CH2:3][C:4]=43)[C:9]2=[O:14])[CH:18]=[CH:19][N:20]=1. The yield is 0.650. (4) The yield is 0.860. The catalyst is CC(OC)(C)C.ClC1C=C(Cl)C=C(C=O)C=1O. The reactants are [CH3:1][C:2]1[CH:10]=[CH:9][C:5]([C:6]([OH:8])=[O:7])=[CH:4][CH:3]=1.[NH2:11][CH:12]1[CH2:17][C@@H:16]([C:18]2[CH:23]=[CH:22][CH:21]=[CH:20][CH:19]=2)[C@@H:15]([CH3:24])[N:14]([CH2:25][C:26]([F:29])([F:28])[F:27])[C:13]1=[O:30]. The product is [CH3:1][C:2]1[CH:10]=[CH:9][C:5]([C:6]([O-:8])=[O:7])=[CH:4][CH:3]=1.[CH3:24][C@H:15]1[N:14]([CH2:25][C:26]([F:29])([F:27])[F:28])[C:13](=[O:30])[C@@H:12]([NH3+:11])[CH2:17][C@H:16]1[C:18]1[CH:23]=[CH:22][CH:21]=[CH:20][CH:19]=1. (5) The reactants are [C:1]([Si:5]([C:18]1[CH:23]=[CH:22][CH:21]=[CH:20][CH:19]=1)([C:12]1[CH:17]=[CH:16][CH:15]=[CH:14][CH:13]=1)[O:6][CH2:7][CH2:8][CH2:9][CH:10]=[O:11])([CH3:4])([CH3:3])[CH3:2].[Br:24]C1(Br)C(=O)NC(=O)NC1=O.Br. The catalyst is C(Cl)Cl. The product is [Br:24][CH:9]([CH2:8][CH2:7][O:6][Si:5]([C:1]([CH3:4])([CH3:2])[CH3:3])([C:12]1[CH:17]=[CH:16][CH:15]=[CH:14][CH:13]=1)[C:18]1[CH:23]=[CH:22][CH:21]=[CH:20][CH:19]=1)[CH:10]=[O:11]. The yield is 0.920. (6) The product is [Cl:1][C:2]1[N:3]([S:41]([C:35]2[CH:40]=[CH:39][CH:38]=[CH:37][CH:36]=2)(=[O:43])=[O:42])[C:4]([C:12]2[CH:17]=[CH:16][CH:15]=[CH:14][CH:13]=2)=[CH:5][C:6]=1[C:7]([O:9][CH2:10][CH3:11])=[O:8]. The yield is 0.810. The reactants are [Cl:1][C:2]1[NH:3][C:4]([C:12]2[CH:17]=[CH:16][CH:15]=[CH:14][CH:13]=2)=[CH:5][C:6]=1[C:7]([O:9][CH2:10][CH3:11])=[O:8].[H-].[Na+].C1OCCOCCOCCOCCOC1.[C:35]1([S:41](Cl)(=[O:43])=[O:42])[CH:40]=[CH:39][CH:38]=[CH:37][CH:36]=1. The catalyst is O1CCCC1.[Cl-].[Na+].O. (7) The reactants are Br[C:2]1[CH:3]=[C:4]([C:8]2([NH:11][C:12]3[N:17]=[C:16]([O:18][CH2:19][C:20]([F:23])([F:22])[F:21])[N:15]=[C:14]([NH:24][C:25]4[CH:37]=[CH:36][C:28]([C:29]([O:31][C:32]([CH3:35])([CH3:34])[CH3:33])=[O:30])=[CH:27][CH:26]=4)[N:13]=3)[CH2:10][CH2:9]2)[CH:5]=[CH:6][CH:7]=1.[NH2:38][CH2:39][CH2:40][CH2:41][CH2:42][NH:43][C:44](=[O:50])[O:45][C:46]([CH3:49])([CH3:48])[CH3:47].C(P(C(C)(C)C)C1C=CC=CC=1C1C=CC=CC=1)(C)(C)C.[O-]P([O-])([O-])=O.[K+].[K+].[K+]. The catalyst is COCCOC.C(Cl)Cl.C1C=CC(/C=C/C(/C=C/C2C=CC=CC=2)=O)=CC=1.C1C=CC(/C=C/C(/C=C/C2C=CC=CC=2)=O)=CC=1.C1C=CC(/C=C/C(/C=C/C2C=CC=CC=2)=O)=CC=1.[Pd].[Pd]. The product is [C:46]([O:45][C:44]([NH:43][CH2:42][CH2:41][CH2:40][CH2:39][NH:38][C:2]1[CH:3]=[C:4]([C:8]2([NH:11][C:12]3[N:17]=[C:16]([O:18][CH2:19][C:20]([F:23])([F:22])[F:21])[N:15]=[C:14]([NH:24][C:25]4[CH:37]=[CH:36][C:28]([C:29]([O:31][C:32]([CH3:35])([CH3:34])[CH3:33])=[O:30])=[CH:27][CH:26]=4)[N:13]=3)[CH2:10][CH2:9]2)[CH:5]=[CH:6][CH:7]=1)=[O:50])([CH3:49])([CH3:48])[CH3:47]. The yield is 0.280. (8) The reactants are C[N:2](C)/[CH:3]=[CH:4]/[C:5]([C:7]1[CH:15]=[C:14]2[C:10]([C:11]([CH2:24][CH3:25])=[N:12][N:13]2COCC[Si](C)(C)C)=[CH:9][CH:8]=1)=O.Cl.[CH2:28]([O:35][C:36]1[CH:37]=[C:38]([NH:42]N)[CH:39]=[CH:40][CH:41]=1)[C:29]1[CH:34]=[CH:33][CH:32]=[CH:31][CH:30]=1. The catalyst is C(O)C. The product is [CH2:28]([O:35][C:36]1[CH:37]=[C:38]([N:42]2[C:5]([C:7]3[CH:15]=[C:14]4[C:10]([C:11]([CH2:24][CH3:25])=[N:12][NH:13]4)=[CH:9][CH:8]=3)=[CH:4][CH:3]=[N:2]2)[CH:39]=[CH:40][CH:41]=1)[C:29]1[CH:30]=[CH:31][CH:32]=[CH:33][CH:34]=1. The yield is 0.590. (9) The reactants are [Cl:1][C:2]1[CH:7]=[CH:6][C:5]([CH2:8]Cl)=[CH:4][N:3]=1.C(=O)([O-])[O-].[K+].[K+].[F:16][C:17]([F:27])([F:26])[C:18](=[O:25])[CH:19]=[C:20]1C[CH2:23][CH2:22][S:21]1.C(#[N:30])C. No catalyst specified. The product is [Cl:1][C:2]1[N:3]=[CH:4][C:5]([CH2:8][N:30]2[CH2:23][CH2:22][S:21][C:20]2=[CH:19][C:18](=[O:25])[C:17]([F:27])([F:26])[F:16])=[CH:6][CH:7]=1. The yield is 0.500. (10) The reactants are N1C=C([C:6]2[C:7]3[CH:14]=[CH:13][N:12](COCC[Si](C)(C)C)[C:8]=3[N:9]=[CH:10][N:11]=2)C=N1.[O-:23]CC.[Na+].C(O)C.C(OC(=O)C(C#N)CC(OCC)OCC)C. No catalyst specified. The product is [N:9]1[C:8]2[NH:12][CH:13]=[CH:14][C:7]=2[C:6]([OH:23])=[N:11][CH:10]=1. The yield is 0.683.